The task is: Regression. Given a peptide amino acid sequence and an MHC pseudo amino acid sequence, predict their binding affinity value. This is MHC class II binding data.. This data is from Peptide-MHC class II binding affinity with 134,281 pairs from IEDB. (1) The peptide sequence is TKPSLFKVRNGGEIG. The MHC is DRB1_0901 with pseudo-sequence DRB1_0901. The binding affinity (normalized) is 0.531. (2) The peptide sequence is AAVVRFQEAANKQKQ. The MHC is HLA-DPA10301-DPB10402 with pseudo-sequence HLA-DPA10301-DPB10402. The binding affinity (normalized) is 0.247. (3) The peptide sequence is EKWMTGRMGERQLQK. The MHC is H-2-IAb with pseudo-sequence H-2-IAb. The binding affinity (normalized) is 0.0605. (4) The peptide sequence is YDKFLANVSTHLTGK. The MHC is DRB1_0404 with pseudo-sequence DRB1_0404. The binding affinity (normalized) is 0.612.